Dataset: Peptide-MHC class I binding affinity with 185,985 pairs from IEDB/IMGT. Task: Regression. Given a peptide amino acid sequence and an MHC pseudo amino acid sequence, predict their binding affinity value. This is MHC class I binding data. (1) The peptide sequence is SDYLELDTT. The MHC is Patr-B2401 with pseudo-sequence Patr-B2401. The binding affinity (normalized) is 0.386. (2) The peptide sequence is YLACKQHAL. The MHC is BoLA-HD6 with pseudo-sequence BoLA-HD6. The binding affinity (normalized) is 0.692.